From a dataset of Human liver microsome stability data. Regression/Classification. Given a drug SMILES string, predict its absorption, distribution, metabolism, or excretion properties. Task type varies by dataset: regression for continuous measurements (e.g., permeability, clearance, half-life) or binary classification for categorical outcomes (e.g., BBB penetration, CYP inhibition). Dataset: hlm. (1) The drug is [2H]C([2H])([2H])Oc1cccc([C@@]2(O)CCCC[C@@H]2CN(C([2H])([2H])[2H])C([2H])([2H])[2H])c1. The result is 0 (unstable in human liver microsomes). (2) The molecule is O=C(Nc1cc2ccnc(O)c2cc1Cl)[C@H]1CCCN1. The result is 1 (stable in human liver microsomes). (3) The molecule is CC(C)CC[C@]1(C)CN(C2CC2)C(=O)C(C2=NS(=O)(=O)c3cc(NS(C)(=O)=O)ccc3N2)=C1O. The result is 1 (stable in human liver microsomes). (4) The drug is COc1ccc2[nH]c(SCc3ccc(C(C)(C)C)cc3)nc2c1. The result is 1 (stable in human liver microsomes). (5) The compound is CC(O)(CSc1ccccc1C(F)(F)F)C(=O)Nc1ccc(C#N)c(C(F)(F)F)c1. The result is 1 (stable in human liver microsomes).